From a dataset of NCI-60 drug combinations with 297,098 pairs across 59 cell lines. Regression. Given two drug SMILES strings and cell line genomic features, predict the synergy score measuring deviation from expected non-interaction effect. (1) Drug 1: CN1CCC(CC1)COC2=C(C=C3C(=C2)N=CN=C3NC4=C(C=C(C=C4)Br)F)OC. Drug 2: B(C(CC(C)C)NC(=O)C(CC1=CC=CC=C1)NC(=O)C2=NC=CN=C2)(O)O. Cell line: HOP-62. Synergy scores: CSS=-0.764, Synergy_ZIP=0.509, Synergy_Bliss=-0.738, Synergy_Loewe=-3.36, Synergy_HSA=-3.32. (2) Drug 1: CN(CCCl)CCCl.Cl. Drug 2: C1CNP(=O)(OC1)N(CCCl)CCCl. Cell line: SK-OV-3. Synergy scores: CSS=4.24, Synergy_ZIP=-0.962, Synergy_Bliss=-0.631, Synergy_Loewe=-7.54, Synergy_HSA=-0.865. (3) Drug 1: C1C(C(OC1N2C=NC3=C(N=C(N=C32)Cl)N)CO)O. Drug 2: C1CN1C2=NC(=NC(=N2)N3CC3)N4CC4. Cell line: COLO 205. Synergy scores: CSS=41.5, Synergy_ZIP=-6.46, Synergy_Bliss=-7.11, Synergy_Loewe=0.246, Synergy_HSA=1.89. (4) Drug 1: C1=CC=C(C(=C1)C(C2=CC=C(C=C2)Cl)C(Cl)Cl)Cl. Drug 2: CC(C)NC(=O)C1=CC=C(C=C1)CNNC.Cl. Cell line: UACC62. Synergy scores: CSS=3.34, Synergy_ZIP=-1.45, Synergy_Bliss=-0.192, Synergy_Loewe=0.0619, Synergy_HSA=-0.484.